From a dataset of Forward reaction prediction with 1.9M reactions from USPTO patents (1976-2016). Predict the product of the given reaction. (1) The product is: [CH3:40][O:41][CH2:42][C:43]([NH:1][C:2]1[CH:7]=[CH:6][CH:5]=[C:4]([C:8]2[S:9][C:10]3[N:11]=[CH:12][N:13]=[C:14]([NH:17][C:18]4[CH:23]=[CH:22][C:21]([O:24][C:25]5[CH:26]=[N:27][C:28]([CH3:31])=[CH:29][CH:30]=5)=[C:20]([CH3:32])[CH:19]=4)[C:15]=3[N:16]=2)[CH:3]=1)=[O:44]. Given the reactants [NH2:1][C:2]1[CH:3]=[C:4]([C:8]2[S:9][C:10]3[N:11]=[CH:12][N:13]=[C:14]([NH:17][C:18]4[CH:23]=[CH:22][C:21]([O:24][C:25]5[CH:26]=[N:27][C:28]([CH3:31])=[CH:29][CH:30]=5)=[C:20]([CH3:32])[CH:19]=4)[C:15]=3[N:16]=2)[CH:5]=[CH:6][CH:7]=1.C(N(CC)CC)C.[CH3:40][O:41][CH2:42][C:43](Cl)=[O:44].C(=O)([O-])O.[Na+], predict the reaction product. (2) Given the reactants Cl.NCCCNC(=O)C(C)=C.[CH3:12][C:13]1[CH:26]=[C:25]2[C:16]([S:17][C:18]3[CH:19]=[C:20]([C:28]([OH:30])=[O:29])[CH:21]=[CH:22][C:23]=3[C:24]2=[O:27])=[CH:15][CH:14]=1.[Cl-].C(N(CC)CC)C, predict the reaction product. The product is: [CH3:12][C:13]1[CH:26]=[C:25]2[C:16]([S:17][C:18]3[CH:19]=[C:20]([C:28]([OH:30])=[O:29])[CH:21]=[CH:22][C:23]=3[C:24]2=[O:27])=[CH:15][CH:14]=1. (3) Given the reactants [Br:1][C:2]1[CH:7]=[CH:6][C:5](I)=[CH:4][CH:3]=1.[CH3:9][NH:10][CH2:11][CH3:12].C1C=C2C=CC(O)=C(C3C4C(=CC=CC=4)C=CC=3O)C2=CC=1.P([O-])([O-])([O-])=O.[K+].[K+].[K+], predict the reaction product. The product is: [CH2:11]([N:10]([CH3:9])[C:5]1[CH:6]=[CH:7][C:2]([Br:1])=[CH:3][CH:4]=1)[CH3:12]. (4) Given the reactants [C:1]([C:3]1[CH:8]=[C:7]([CH3:9])[N:6]2[C:10]([CH2:20][CH:21]3[CH2:26][CH2:25][C:24]([F:28])([F:27])[CH2:23][CH2:22]3)=[C:11]([C:13](OCCCC)=[O:14])[N:12]=[C:5]2[CH:4]=1)#[N:2].[BH4-].[Li+].CC(C)=O.C(=O)([O-])O.[Na+], predict the reaction product. The product is: [F:28][C:24]1([F:27])[CH2:25][CH2:26][CH:21]([CH2:20][C:10]2[N:6]3[C:7]([CH3:9])=[CH:8][C:3]([C:1]#[N:2])=[CH:4][C:5]3=[N:12][C:11]=2[CH2:13][OH:14])[CH2:22][CH2:23]1. (5) Given the reactants [Br:1][C:2]1[S:6][C:5]([C:7]([O:9][CH3:10])=[O:8])=[C:4]([NH:11][C:12](=O)[C:13](F)(F)F)[CH:3]=1.Br.BrC[C:21]1[CH:26]=[CH:25][CH:24]=C[N:22]=1.C(=O)([O-])[O-].[Cs+].[Cs+].CC(N(C)C)=O, predict the reaction product. The product is: [Br:1][C:2]1[S:6][C:5]([C:7]([O:9][CH3:10])=[O:8])=[C:4]([NH:11][CH2:12][C:13]2[CH:24]=[CH:25][CH:26]=[CH:21][N:22]=2)[CH:3]=1. (6) Given the reactants [OH-].[K+].[CH3:3]C1C=CC(S(N(N=O)C)(=O)=O)=CC=1.C(O)CO.CCOCC.[NH:26]1[C:30]2[CH:31]=[CH:32][C:33]([N:35]3[CH:39]([C:40]4[CH:45]=[C:44]([Br:46])[CH:43]=[CH:42][C:41]=4[F:47])[C:38]([CH3:48])=[C:37]([OH:49])[C:36]3=[O:50])=[CH:34][C:29]=2[N:28]=[CH:27]1, predict the reaction product. The product is: [NH:28]1[C:29]2[CH:34]=[C:33]([N:35]3[CH:39]([C:40]4[CH:45]=[C:44]([Br:46])[CH:43]=[CH:42][C:41]=4[F:47])[C:38]([CH3:48])=[C:37]([O:49][CH3:3])[C:36]3=[O:50])[CH:32]=[CH:31][C:30]=2[N:26]=[CH:27]1.